From a dataset of Forward reaction prediction with 1.9M reactions from USPTO patents (1976-2016). Predict the product of the given reaction. (1) Given the reactants [CH3:1][O:2][C:3](=[O:14])[C:4]1[CH:12]=[CH:11][C:7]([C:8](O)=[O:9])=[CH:6][C:5]=1[CH3:13].Cl.CN(C)CCCN=C=NCC.[CH3:27][Si:28]([CH2:31][NH2:32])([CH3:30])[CH3:29], predict the reaction product. The product is: [CH3:1][O:2][C:3](=[O:14])[C:4]1[CH:12]=[CH:11][C:7]([C:8]([NH:32][CH2:31][Si:28]([CH3:30])([CH3:29])[CH3:27])=[O:9])=[CH:6][C:5]=1[CH3:13]. (2) Given the reactants [Cl:1][C:2]1[CH:7]=[C:6]2[NH:8][C:9](=[O:39])[C@:10]3([C@@H:14]([C:15]4[CH:20]=[CH:19][CH:18]=[C:17]([Cl:21])[C:16]=4[F:22])[C@H:13]([C:23]([NH:25][C:26]4[S:27][CH:28]=[C:29]([C:31]([OH:33])=O)[N:30]=4)=[O:24])[NH:12][C@H:11]3[CH2:34][C:35]([CH3:38])([CH3:37])[CH3:36])[C:5]2=[CH:4][CH:3]=1.CC[N:42]=C=NCCCN(C)C.C1C=CC2N(O)N=NC=2C=1.[NH4+].[Cl-].C(N(CC)CC)C, predict the reaction product. The product is: [C:31]([C:29]1[N:30]=[C:26]([NH:25][C:23]([CH:13]2[NH:12][CH:11]([CH2:34][C:35]([CH3:37])([CH3:38])[CH3:36])[C:10]3([C:5]4[C:6](=[CH:7][C:2]([Cl:1])=[CH:3][CH:4]=4)[NH:8][C:9]3=[O:39])[CH:14]2[C:15]2[CH:20]=[CH:19][CH:18]=[C:17]([Cl:21])[C:16]=2[F:22])=[O:24])[S:27][CH:28]=1)(=[O:33])[NH2:42]. (3) Given the reactants [CH3:1][O:2][C:3]1[CH:22]=[CH:21][C:6]([CH2:7][C@@H:8]2[C:12]3=[N:13][C:14]4[CH:19]=[CH:18][CH:17]=[CH:16][C:15]=4[N:11]3[C:10](=[O:20])[NH:9]2)=[CH:5][CH:4]=1.[CH3:23][O:24][C:25]1[CH:26]=[C:27]([C@H:31]([NH2:33])[CH3:32])[CH:28]=[CH:29][CH:30]=1.C(O)(C(F)(F)F)=O, predict the reaction product. The product is: [NH:11]1[C:15]2[CH:16]=[CH:17][CH:18]=[CH:19][C:14]=2[N:13]=[C:12]1[C@H:8]([NH:9][C:10]([NH:33][C@@H:31]([C:27]1[CH:28]=[CH:29][CH:30]=[C:25]([O:24][CH3:23])[CH:26]=1)[CH3:32])=[O:20])[CH2:7][C:6]1[CH:5]=[CH:4][C:3]([O:2][CH3:1])=[CH:22][CH:21]=1. (4) Given the reactants [F:1][C:2]([F:7])([F:6])[C:3]([OH:5])=[O:4].[F:8][C:9]([F:14])([F:13])[C:10]([OH:12])=[O:11].FC(F)(F)C(O)=O.[Cl:22][C:23]1[CH:24]=[N:25][C:26]2[NH:27][C:28]3[CH:29]=[N:30][CH:31]=[C:32]([CH:54]=3)[CH2:33][CH2:34][C:35]3[CH:43]=[C:39]([NH:40][C:41]=1[N:42]=2)[CH:38]=[CH:37][C:36]=3[NH:44][C:45](=[O:53])[CH2:46][CH:47]1[CH2:52][CH2:51][NH:50][CH2:49][CH2:48]1.[CH3:55][CH:56]([S:58](Cl)(=[O:60])=[O:59])[CH3:57], predict the reaction product. The product is: [F:1][C:2]([F:7])([F:6])[C:3]([OH:5])=[O:4].[F:8][C:9]([F:14])([F:13])[C:10]([OH:12])=[O:11].[Cl:22][C:23]1[CH:24]=[N:25][C:26]2[NH:27][C:28]3[CH:29]=[N:30][CH:31]=[C:32]([CH:54]=3)[CH2:33][CH2:34][C:35]3[CH:43]=[C:39]([NH:40][C:41]=1[N:42]=2)[CH:38]=[CH:37][C:36]=3[NH:44][C:45](=[O:53])[CH2:46][CH:47]1[CH2:52][CH2:51][N:50]([S:58]([CH:56]([CH3:57])[CH3:55])(=[O:60])=[O:59])[CH2:49][CH2:48]1. (5) Given the reactants [OH-].[Na+].[NH:3]1CCC[C@H]1C(O)=O.[N-]=[N+]=[N-].[Na+].[C:15]([O:19][C:20]([N:22]1[CH2:27][CH2:26][CH:25]([O:28][C:29]2[C:30](Br)=[C:31]3[C:36](=[CH:37][CH:38]=2)[CH:35]=[N:34][CH:33]=[CH:32]3)[CH2:24][CH2:23]1)=[O:21])([CH3:18])([CH3:17])[CH3:16], predict the reaction product. The product is: [C:15]([O:19][C:20]([N:22]1[CH2:27][CH2:26][CH:25]([O:28][C:29]2[C:30]([NH2:3])=[C:31]3[C:36](=[CH:37][CH:38]=2)[CH:35]=[N:34][CH:33]=[CH:32]3)[CH2:24][CH2:23]1)=[O:21])([CH3:18])([CH3:17])[CH3:16]. (6) Given the reactants [F:1][C:2]1[CH:3]=[C:4]([N:14]([CH2:24][CH:25]2[CH2:30][CH2:29][NH:28][CH2:27][CH2:26]2)[C:15](=[O:23])[CH2:16][CH:17]2[CH2:22][CH2:21][O:20][CH2:19][CH2:18]2)[CH:5]=[CH:6][C:7]=1[N:8]1[CH2:13][CH2:12][O:11][CH2:10][CH2:9]1.[C:31]([C:35]1[CH:42]=[CH:41][C:38]([CH:39]=O)=[CH:37][CH:36]=1)([CH3:34])([CH3:33])[CH3:32].C(O[BH-](OC(=O)C)OC(=O)C)(=O)C, predict the reaction product. The product is: [CH3:34][C:31]([C:35]1[CH:36]=[CH:37][C:38]([CH2:39][N:28]2[CH2:27][CH2:26][CH:25]([CH2:24][N:14]([C:4]3[CH:5]=[CH:6][C:7]([N:8]4[CH2:13][CH2:12][O:11][CH2:10][CH2:9]4)=[C:2]([F:1])[CH:3]=3)[C:15](=[O:23])[CH2:16][CH:17]3[CH2:22][CH2:21][O:20][CH2:19][CH2:18]3)[CH2:30][CH2:29]2)=[CH:41][CH:42]=1)([CH3:32])[CH3:33]. (7) Given the reactants I[C:2]1[CH:11]=[CH:10][C:9]2[C:4](=[CH:5][CH:6]=[CH:7][CH:8]=2)[N:3]=1.C([Mg]Cl)(C)C.[C:17]([O:21][C:22]([N:24]1[CH2:29][CH2:28][C:27]([CH:33]=[O:34])([CH2:30][CH2:31][CH3:32])[CH2:26][CH2:25]1)=[O:23])([CH3:20])([CH3:19])[CH3:18], predict the reaction product. The product is: [C:17]([O:21][C:22]([N:24]1[CH2:29][CH2:28][C:27]([CH:33]([OH:34])[C:2]2[CH:11]=[CH:10][C:9]3[C:4](=[CH:5][CH:6]=[CH:7][CH:8]=3)[N:3]=2)([CH2:30][CH2:31][CH3:32])[CH2:26][CH2:25]1)=[O:23])([CH3:19])([CH3:20])[CH3:18]. (8) Given the reactants [OH:1][C:2]1[CH:3]=[CH:4][C:5]2[N:6]([N:8]=[CH:9][C:10]=2[C:11]([O:13][CH3:14])=[O:12])[CH:7]=1.Cl[CH2:16][C:17]1[S:18][C:19]([CH:22]2[CH2:24][CH2:23]2)=[N:20][N:21]=1.C([O-])([O-])=O.[K+].[K+].CC#N, predict the reaction product. The product is: [CH:22]1([C:19]2[S:18][C:17]([CH2:16][O:1][C:2]3[CH:3]=[CH:4][C:5]4[N:6]([N:8]=[CH:9][C:10]=4[C:11]([O:13][CH3:14])=[O:12])[CH:7]=3)=[N:21][N:20]=2)[CH2:24][CH2:23]1.